This data is from Forward reaction prediction with 1.9M reactions from USPTO patents (1976-2016). The task is: Predict the product of the given reaction. (1) Given the reactants Cl[CH2:2][C:3]1[CH:8]=[C:7]([O:9][CH3:10])[CH:6]=[C:5]([F:11])[CH:4]=1.[C-:12]#[N:13].[K+], predict the reaction product. The product is: [F:11][C:5]1[CH:4]=[C:3]([CH2:2][C:12]#[N:13])[CH:8]=[C:7]([O:9][CH3:10])[CH:6]=1. (2) Given the reactants CC1(C)O[C@@H](/C=C\C[N:10]2[C:19]3[CH:18]=[C:17]([CH3:20])[C:16]([CH3:21])=[C:15]4[C:22]([CH3:26])([CH3:25])[CH2:23][CH2:24][N:13]([C:14]=34)[C:12](=[O:27])[C:11]2=[O:28])CO1.C[N+]1([O-])CC[O:34][CH2:33][CH2:32]1.[C:38]([O:42]O)([CH3:41])([CH3:40])C.[OH:44]S([O-])(=O)=O.[Na+].[CH3:50][C:51]([CH3:53])=[O:52], predict the reaction product. The product is: [CH3:41][C:38]1([CH3:40])[O:42][C@@H:32]([C@@H:50]([OH:44])[C@@H:51]([OH:52])[CH2:53][N:10]2[C:19]3[CH:18]=[C:17]([CH3:20])[C:16]([CH3:21])=[C:15]4[C:22]([CH3:25])([CH3:26])[CH2:23][CH2:24][N:13]([C:14]=34)[C:12](=[O:27])[C:11]2=[O:28])[CH2:33][O:34]1. (3) Given the reactants Cl.Cl.[CH3:3][C@H:4]1[CH2:9][O:8][CH2:7][CH2:6][N:5]1[CH2:10][C@H:11]1[CH2:16][N:15]([S:17]([C:20]2[S:21][CH:22]=[CH:23][CH:24]=2)(=[O:19])=[O:18])[CH2:14][CH2:13][NH:12]1.Br[C:26]1[CH:31]=[CH:30][C:29]([C:32]([OH:41])([C:37]([F:40])([F:39])[F:38])[C:33]([F:36])([F:35])[F:34])=[CH:28][CH:27]=1.C1(P(C2CCCCC2)C2C=CC=CC=2C2C(OC(C)C)=CC=CC=2OC(C)C)CCCCC1.CC(C)([O-])C.[Na+], predict the reaction product. The product is: [F:34][C:33]([F:35])([F:36])[C:32]([C:29]1[CH:28]=[CH:27][C:26]([N:12]2[CH2:13][CH2:14][N:15]([S:17]([C:20]3[S:21][CH:22]=[CH:23][CH:24]=3)(=[O:18])=[O:19])[CH2:16][C@@H:11]2[CH2:10][N:5]2[CH2:6][CH2:7][O:8][CH2:9][C@@H:4]2[CH3:3])=[CH:31][CH:30]=1)([OH:41])[C:37]([F:38])([F:40])[F:39]. (4) Given the reactants [O:1]=[C:2]1[CH:13]2[C:14]3[N:6]([CH:7]=[CH:8][C:9]=3[CH2:10][CH2:11][C@@H:12]2[NH:15][C:16](=[O:19])[O:17][CH3:18])[CH2:5][C@@H:4]([C:20]2[NH:24][C:23]3[CH:25]=[C:26](B4OC(C)(C)C(C)(C)O4)[CH:27]=[CH:28][C:22]=3[N:21]=2)[CH2:3]1.[Br:38][C:39]1[CH:44]=[CH:43][C:42](Br)=[CH:41][N:40]=1.C(=O)(O)O.[Na], predict the reaction product. The product is: [Br:38][C:39]1[N:40]=[CH:41][C:42]([C:26]2[CH:27]=[CH:28][C:22]3[N:21]=[C:20]([C@@H:4]4[CH2:5][N:6]5[C:14]6[CH:13]([C@@H:12]([NH:15][C:16](=[O:19])[O:17][CH3:18])[CH2:11][CH2:10][C:9]=6[CH:8]=[CH:7]5)[C:2](=[O:1])[CH2:3]4)[NH:24][C:23]=3[CH:25]=2)=[CH:43][CH:44]=1.